From a dataset of Full USPTO retrosynthesis dataset with 1.9M reactions from patents (1976-2016). Predict the reactants needed to synthesize the given product. (1) Given the product [C:7]([O:10][CH2:11][CH2:12][CH:13]([CH3:17])[CH2:14]/[CH:15]=[CH:22]\[CH2:18][CH2:19][CH3:20])(=[O:9])[CH3:8], predict the reactants needed to synthesize it. The reactants are: CC(C)([O-])C.[K+].[C:7]([O:10][CH2:11][CH2:12][CH:13]([CH3:17])[CH2:14][CH:15]=O)(=[O:9])[CH3:8].[CH2:18]1[CH2:22]O[CH2:20][CH2:19]1. (2) Given the product [C:24]([O:23][C:21]([CH2:20][CH2:19][C@H:18]([NH:17][C:16]([C:8]1[CH:7]=[C:6]([C:4]([OH:5])=[O:3])[C:15]2[C:10](=[CH:11][CH:12]=[CH:13][CH:14]=2)[N:9]=1)=[O:41])[C:28]([N:30]1[CH2:31][CH2:32][N:33]([C:36]([O:38][CH2:39][CH3:40])=[O:37])[CH2:34][CH2:35]1)=[O:29])=[O:22])([CH3:25])([CH3:26])[CH3:27], predict the reactants needed to synthesize it. The reactants are: C([O:3][C:4]([C:6]1[C:15]2[C:10](=[CH:11][CH:12]=[CH:13][CH:14]=2)[N:9]=[C:8]([C:16](=[O:41])[NH:17][C@H:18]([C:28]([N:30]2[CH2:35][CH2:34][N:33]([C:36]([O:38][CH2:39][CH3:40])=[O:37])[CH2:32][CH2:31]2)=[O:29])[CH2:19][CH2:20][C:21]([O:23][C:24]([CH3:27])([CH3:26])[CH3:25])=[O:22])[CH:7]=1)=[O:5])C.[OH-].[Na+].Cl. (3) Given the product [C:21]([C:17]1[CH:18]=[C:19]2[C:14](=[CH:15][CH:16]=1)[C:13](=[O:25])[N:12]([C:11]1[CH:10]=[CH:9][CH:8]=[C:7]([C:26]3[CH:31]=[C:30]([NH:32][C:36]4[N:37]=[N:38][C:39]([N:42]5[CH2:47][CH2:46][N:45]([CH3:48])[CH2:44][CH2:43]5)=[CH:40][CH:41]=4)[C:29](=[O:33])[N:28]([CH3:34])[CH:27]=3)[C:6]=1[CH2:5][OH:4])[CH2:20]2)([CH3:23])([CH3:24])[CH3:22], predict the reactants needed to synthesize it. The reactants are: C([O:4][CH2:5][C:6]1[C:11]([N:12]2[CH2:20][C:19]3[C:14](=[CH:15][CH:16]=[C:17]([C:21]([CH3:24])([CH3:23])[CH3:22])[CH:18]=3)[C:13]2=[O:25])=[CH:10][CH:9]=[CH:8][C:7]=1[C:26]1[CH:31]=[C:30]([NH2:32])[C:29](=[O:33])[N:28]([CH3:34])[CH:27]=1)(=O)C.Cl[C:36]1[N:37]=[N:38][C:39]([N:42]2[CH2:47][CH2:46][N:45]([CH3:48])[CH2:44][CH2:43]2)=[CH:40][CH:41]=1.C(=O)([O-])[O-].[Cs+].[Cs+].CC1(C)C2C(=C(P(C3C=CC=CC=3)C3C=CC=CC=3)C=CC=2)OC2C(P(C3C=CC=CC=3)C3C=CC=CC=3)=CC=CC1=2.[OH-].[Li+]. (4) Given the product [NH2:26][C:27]1[C:3]2[C:4](=[O:25])[N:5]([C:11]3[CH:16]=[CH:15][C:14]([C:17]4([C:21]([O:23][CH3:24])=[O:22])[CH2:20][CH2:19][CH2:18]4)=[CH:13][CH:12]=3)[CH2:6][CH2:7][C:1]=2[N:2]=[C:29]([O:30][CH3:37])[N:28]=1, predict the reactants needed to synthesize it. The reactants are: [C:1]([C:3]1[C:4](=[O:25])[N:5]([C:11]2[CH:16]=[CH:15][C:14]([C:17]3([C:21]([O:23][CH3:24])=[O:22])[CH2:20][CH2:19][CH2:18]3)=[CH:13][CH:12]=2)[CH2:6][CH2:7]C=1OC)#[N:2].[N:26]#[C:27][NH2:28].[CH3:29][O-:30].[Na+].S(=O)(=O)(O)O.[CH3:37]O. (5) The reactants are: [OH:1][C:2]1[CH:7]=[C:6]([Cl:8])[N:5]=[N:4][C:3]=1Cl.[F:10][C:11]([F:20])([F:19])[C:12]1[CH:13]=[C:14]([OH:18])[CH:15]=[CH:16][CH:17]=1.[OH-].[Na+].Cl. Given the product [Cl:8][C:6]1[N:5]=[N:4][C:3]([O:18][C:14]2[CH:15]=[CH:16][CH:17]=[C:12]([C:11]([F:10])([F:19])[F:20])[CH:13]=2)=[C:2]([OH:1])[CH:7]=1, predict the reactants needed to synthesize it. (6) Given the product [Br:1][C:2]1[CH:3]=[N:4][C:5]2[N:6]([N:8]=[C:9]([C:11]([N:16]3[CH2:17][CH2:18][C:19]4[NH:23][CH:22]=[C:21]([CH3:24])[C:20]=4[N:15]3[CH3:14])=[O:13])[CH:10]=2)[CH:7]=1, predict the reactants needed to synthesize it. The reactants are: [Br:1][C:2]1[CH:3]=[N:4][C:5]2[N:6]([N:8]=[C:9]([C:11]([OH:13])=O)[CH:10]=2)[CH:7]=1.[CH3:14][N:15]1[C:20]2[C:21]([CH3:24])=[CH:22][NH:23][C:19]=2[CH2:18][CH2:17][NH:16]1.